Regression. Given a peptide amino acid sequence and an MHC pseudo amino acid sequence, predict their binding affinity value. This is MHC class I binding data. From a dataset of Peptide-MHC class I binding affinity with 185,985 pairs from IEDB/IMGT. (1) The peptide sequence is KEHVIQNAF. The MHC is Mamu-A11 with pseudo-sequence Mamu-A11. The binding affinity (normalized) is 0.464. (2) The peptide sequence is LLLDDFVEI. The MHC is HLA-A02:06 with pseudo-sequence HLA-A02:06. The binding affinity (normalized) is 1.00. (3) The peptide sequence is EAITPEEECV. The MHC is H-2-Db with pseudo-sequence H-2-Db. The binding affinity (normalized) is 0.106. (4) The peptide sequence is TLNEYKQLYT. The MHC is HLA-A68:02 with pseudo-sequence HLA-A68:02. The binding affinity (normalized) is 0. (5) The peptide sequence is EMKEAFHGL. The MHC is HLA-A02:16 with pseudo-sequence HLA-A02:16. The binding affinity (normalized) is 0.0847. (6) The peptide sequence is SVPAAIMMI. The MHC is Mamu-B08 with pseudo-sequence Mamu-B08. The binding affinity (normalized) is 0. (7) The peptide sequence is LMNELGVPF. The MHC is HLA-B46:01 with pseudo-sequence HLA-B46:01. The binding affinity (normalized) is 0.542.